From a dataset of Catalyst prediction with 721,799 reactions and 888 catalyst types from USPTO. Predict which catalyst facilitates the given reaction. (1) The catalyst class is: 2. Reactant: [F:1][C:2]([F:31])([CH2:24][C:25]1[CH:30]=[CH:29][CH:28]=[CH:27][CH:26]=1)[CH2:3][C@H:4]([NH:15][C:16]([N:18]1[CH2:23][CH2:22][O:21][CH2:20][CH2:19]1)=[O:17])[C:5](=[O:14])[NH:6][C@@:7]([CH2:12][OH:13])([CH3:11])[CH2:8][CH2:9][CH3:10].CC(OI1(OC(C)=O)(OC(C)=O)OC(=O)C2C=CC=CC1=2)=O. Product: [F:31][C:2]([F:1])([CH2:24][C:25]1[CH:30]=[CH:29][CH:28]=[CH:27][CH:26]=1)[CH2:3][C@H:4]([NH:15][C:16]([N:18]1[CH2:23][CH2:22][O:21][CH2:20][CH2:19]1)=[O:17])[C:5](=[O:14])[NH:6][C@@:7]([CH:12]=[O:13])([CH3:11])[CH2:8][CH2:9][CH3:10]. (2) Reactant: [Br:1][C:2]1[CH:3]=[C:4]([F:11])[C:5]([C:8](O)=[O:9])=[N:6][CH:7]=1.[CH3:12]CN=C=NCCCN(C)C.Cl.C1C=C[C:27]2[N:32]([OH:33])N=NC=2C=1. Product: [Br:1][C:2]1[CH:3]=[C:4]([F:11])[C:5]([C:8]([N:32]([O:33][CH3:12])[CH3:27])=[O:9])=[N:6][CH:7]=1. The catalyst class is: 18. (3) Reactant: C([O:3][C:4]([C:6]1[C:7]([C:12]2[CH:17]=[CH:16][C:15]([F:18])=[C:14]([F:19])[CH:13]=2)=[N:8][O:9][C:10]=1[CH3:11])=[O:5])C.[CH:20](=O)[C:21]1[CH:26]=[CH:25][CH:24]=[CH:23][CH:22]=1.[O-]CC.[Na+].Cl. Product: [F:19][C:14]1[CH:13]=[C:12]([C:7]2[C:6]([C:4]([OH:3])=[O:5])=[C:10](/[CH:11]=[CH:20]/[C:21]3[CH:26]=[CH:25][CH:24]=[CH:23][CH:22]=3)[O:9][N:8]=2)[CH:17]=[CH:16][C:15]=1[F:18]. The catalyst class is: 8. (4) Reactant: [OH:1][C:2]([CH3:27])([CH3:26])[C@H:3]([NH:5][C:6]([C:8]1[C:16]2[C:11](=[N:12][CH:13]=[C:14](Br)[N:15]=2)[N:10]([CH2:18][O:19][CH2:20][CH2:21][Si:22]([CH3:25])([CH3:24])[CH3:23])[CH:9]=1)=[O:7])[CH3:4].[CH2:28]([N:30]1[CH:34]=[C:33](B2OC(C)(C)C(C)(C)O2)[CH:32]=[N:31]1)[CH3:29].C([O-])([O-])=O.[K+].[K+]. Product: [OH:1][C:2]([CH3:27])([CH3:26])[C@H:3]([NH:5][C:6]([C:8]1[C:16]2[C:11](=[N:12][CH:13]=[C:14]([C:33]3[CH:32]=[N:31][N:30]([CH2:28][CH3:29])[CH:34]=3)[N:15]=2)[N:10]([CH2:18][O:19][CH2:20][CH2:21][Si:22]([CH3:25])([CH3:24])[CH3:23])[CH:9]=1)=[O:7])[CH3:4]. The catalyst class is: 104. (5) Reactant: [CH:1]1([CH2:4][O:5][C:6]2[C:7]([OH:24])=[C:8]([C:14]3[CH:22]=[CH:21][CH:20]=[C:19]4[C:15]=3[CH2:16][CH2:17][C:18]4=[O:23])[CH:9]=[CH:10][C:11]=2[O:12][CH3:13])[CH2:3][CH2:2]1.C(=O)([O-])[O-].[K+].[K+].Br[CH2:32][C:33]1([CH3:37])[CH2:36][O:35][CH2:34]1. Product: [CH:1]1([CH2:4][O:5][C:6]2[C:7]([O:24][CH2:32][C:33]3([CH3:37])[CH2:36][O:35][CH2:34]3)=[C:8]([C:14]3[CH:22]=[CH:21][CH:20]=[C:19]4[C:15]=3[CH2:16][CH2:17][C:18]4=[O:23])[CH:9]=[CH:10][C:11]=2[O:12][CH3:13])[CH2:3][CH2:2]1. The catalyst class is: 10.